From a dataset of Full USPTO retrosynthesis dataset with 1.9M reactions from patents (1976-2016). Predict the reactants needed to synthesize the given product. (1) The reactants are: [C:1]([C:3]1[C:4]([N:17]2[CH2:22][CH2:21][CH:20]([C:23]([OH:25])=O)[CH2:19][CH2:18]2)=[N:5][C:6]([CH:14]([F:16])[F:15])=[C:7]([C:9]([O:11][CH2:12][CH3:13])=[O:10])[CH:8]=1)#[N:2].[Cl:26][C:27]1[CH:32]=[CH:31][CH:30]=[CH:29][C:28]=1[CH2:33][S:34]([NH2:37])(=[O:36])=[O:35]. Given the product [Cl:26][C:27]1[CH:32]=[CH:31][CH:30]=[CH:29][C:28]=1[CH2:33][S:34]([NH:37][C:23]([CH:20]1[CH2:19][CH2:18][N:17]([C:4]2[C:3]([C:1]#[N:2])=[CH:8][C:7]([C:9]([O:11][CH2:12][CH3:13])=[O:10])=[C:6]([CH:14]([F:15])[F:16])[N:5]=2)[CH2:22][CH2:21]1)=[O:25])(=[O:35])=[O:36], predict the reactants needed to synthesize it. (2) Given the product [C:1]([C:5]1[CH:15]=[C:14]([S:16](/[CH:19]=[CH:20]/[C:21]#[N:22])(=[O:18])=[O:17])[CH:13]=[CH:12][C:6]=1[O:7][CH2:8][C:9]([NH:45][C:46]1[CH:51]=[C:50]([CH3:52])[CH:49]=[CH:48][C:47]=1[OH:53])=[O:11])([CH3:3])([CH3:4])[CH3:2], predict the reactants needed to synthesize it. The reactants are: [C:1]([C:5]1[CH:15]=[C:14]([S:16](/[CH:19]=[CH:20]/[C:21]#[N:22])(=[O:18])=[O:17])[CH:13]=[CH:12][C:6]=1[O:7][CH2:8][C:9]([OH:11])=O)([CH3:4])([CH3:3])[CH3:2].Cl.CN(C)CCCN=C=NCC.ON1C2C=CC=CC=2N=N1.[NH2:45][C:46]1[CH:51]=[C:50]([CH3:52])[CH:49]=[CH:48][C:47]=1[OH:53]. (3) Given the product [C:1]([O:4][C:5]1[CH:11]=[CH:10][CH:9]=[C:7]([O:8][CH2:14][C:15]2[CH:20]=[CH:19][CH:18]=[CH:17][CH:16]=2)[CH:6]=1)(=[O:3])[CH3:2], predict the reactants needed to synthesize it. The reactants are: [C:1]([O:4][C:5]1[CH:11]=[CH:10][CH:9]=[C:7]([OH:8])[CH:6]=1)(=[O:3])[CH3:2].[H-].[Na+].[CH2:14](Br)[C:15]1[CH:20]=[CH:19][CH:18]=[CH:17][CH:16]=1.